From a dataset of Forward reaction prediction with 1.9M reactions from USPTO patents (1976-2016). Predict the product of the given reaction. Given the reactants C1(P(C2C=CC=CC=2)C2C=CC=CC=2)C=CC=CC=1.BrBr.[NH2:22][C:23]1[N:32]=[C:31]([NH2:33])[C:30]2[C:25](=[N:26][CH:27]=[C:28]([CH2:34]O)[N:29]=2)[N:24]=1.[O-2].[Ba+2].[NH2:38][C:39]1[CH:47]=[CH:46][C:42]([C:43]([OH:45])=[O:44])=[CH:41][CH:40]=1, predict the reaction product. The product is: [CH:41]1[C:42]([C:43]([OH:45])=[O:44])=[CH:46][CH:47]=[C:39]([NH:38][CH2:34][C:28]2[N:29]=[C:30]3[C:31]([NH2:33])=[N:32][C:23]([NH2:22])=[N:24][C:25]3=[N:26][CH:27]=2)[CH:40]=1.